Dataset: Catalyst prediction with 721,799 reactions and 888 catalyst types from USPTO. Task: Predict which catalyst facilitates the given reaction. (1) Reactant: [OH:1][C:2]1[CH:7]=[C:6]([OH:8])[CH:5]=[CH:4][C:3]=1[C:9](=[O:11])[CH3:10].[CH2:12](OC(OCC)OCC)C.Cl(O)(=O)(=O)=O. Product: [OH:8][C:6]1[CH:7]=[C:2]2[C:3]([C:9](=[O:11])[CH:10]=[CH:12][O:1]2)=[CH:4][CH:5]=1. The catalyst class is: 27. (2) The catalyst class is: 104. Reactant: Cl[C:2]1[N:7]=[CH:6][N:5]=[C:4]([NH:8][C:9]2[CH:10]=[CH:11][C:12]([C:15]([OH:18])([CH3:17])[CH3:16])=[N:13][CH:14]=2)[N:3]=1.[F:19][C@H:20]1[C@@H:25]([O:26][C:27]2[CH:34]=[CH:33][C:32](B3OC(C)(C)C(C)(C)O3)=[CH:31][C:28]=2[C:29]#[N:30])[CH2:24][CH2:23][N:22]([C:44](=[O:48])[C@@H:45]([OH:47])[CH3:46])[CH2:21]1.C(=O)([O-])[O-].[Na+].[Na+]. Product: [F:19][C@H:20]1[C@@H:25]([O:26][C:27]2[CH:34]=[CH:33][C:32]([C:2]3[N:3]=[C:4]([NH:8][C:9]4[CH:14]=[N:13][C:12]([C:15]([OH:18])([CH3:17])[CH3:16])=[CH:11][CH:10]=4)[N:5]=[CH:6][N:7]=3)=[CH:31][C:28]=2[C:29]#[N:30])[CH2:24][CH2:23][N:22]([C:44](=[O:48])[C@@H:45]([OH:47])[CH3:46])[CH2:21]1.